From a dataset of Reaction yield outcomes from USPTO patents with 853,638 reactions. Predict the reaction yield, written as a fraction of the theoretical maximum amount of product (1.0 means a 100% yield; for example, 0.34 means a 34% yield). The reactants are Br[C:2]1[C:3]([CH3:12])=[CH:4][C:5]2[O:9][C:8]([F:10])=[CH:7][C:6]=2[CH:11]=1.FC1(F)OC2C=C(C)C(C3N=C[C:26]([NH:29][C:30](=O)[C:31]4[CH:36]=[CH:35]C=CC=4F)=[N:27]C=3)=CC=2O1.[O-]P([O-])([O-])=O.[K+].[K+].[K+].CC(=O)OCC. The catalyst is C(#N)C.O1CCOCC1.O. The product is [F:10][C:8]1[O:9][C:5]2[CH:4]=[C:3]([CH3:12])[C:2]([C:31]3[CH:36]=[CH:35][C:26]([NH2:27])=[N:29][CH:30]=3)=[CH:11][C:6]=2[CH:7]=1. The yield is 0.568.